This data is from Full USPTO retrosynthesis dataset with 1.9M reactions from patents (1976-2016). The task is: Predict the reactants needed to synthesize the given product. (1) The reactants are: [CH3:1][O:2][CH2:3][CH2:4][NH:5][CH2:6][CH2:7][O:8][CH3:9].[O-:10][N+:11]1[C:16]2[CH:17]=[C:18]3[C:22](=[CH:23][C:15]=2[N:14]=[C:13]([CH2:24][CH2:25][CH:26]=O)[N:12]=1)[CH2:21][CH2:20][CH2:19]3.[BH3-]C#N.[Na+].CC(O)=O. Given the product [CH3:1][O:2][CH2:3][CH2:4][N:5]([CH2:6][CH2:7][O:8][CH3:9])[CH2:26][CH2:25][CH2:24][C:13]1[N:12]=[N+:11]([O-:10])[C:16]2[CH:17]=[C:18]3[C:22]([CH2:21][CH2:20][CH2:19]3)=[CH:23][C:15]=2[N:14]=1, predict the reactants needed to synthesize it. (2) Given the product [N:32]1([CH2:39][CH2:40][CH2:41][C:42]2[CH:50]=[CH:49][C:45]([CH2:46][CH2:2][CH2:1][NH:3][C:4]3[CH:9]=[C:8]([O:10][CH3:11])[C:7]([O:12][CH3:13])=[CH:6][C:5]=3[CH:14]3[CH2:23][CH2:22][C:21]4[CH:20]=[C:19]([OH:24])[CH:18]=[CH:17][C:16]=4[CH2:15]3)=[CH:44][CH:43]=2)[CH2:38][CH2:37][CH2:36][CH2:35][CH2:34][CH2:33]1, predict the reactants needed to synthesize it. The reactants are: [CH2:1]([NH:3][C:4]1[CH:9]=[C:8]([O:10][CH3:11])[C:7]([O:12][CH3:13])=[CH:6][C:5]=1[CH:14]1[CH2:23][CH2:22][C:21]2[CH:20]=[C:19]([O:24]C(=O)C(C)(C)C)[CH:18]=[CH:17][C:16]=2[CH2:15]1)[CH3:2].Cl.[N:32]1([CH2:39][CH2:40][CH2:41][C:42]2[CH:50]=[CH:49][C:45]([C:46](O)=O)=[CH:44][CH:43]=2)[CH2:38][CH2:37][CH2:36][CH2:35][CH2:34][CH2:33]1. (3) Given the product [C:25]([O:29][C:30](=[O:39])[NH:31][C@H:32]1[CH2:33][CH2:34][C@H:35]([NH:38][C:22]([C:19]2[C:15]3[N:16]=[CH:17][N:18]=[C:13]([C:7]4[CH:8]=[C:9]([F:12])[CH:10]=[CH:11][C:6]=4[O:5][CH2:4][CH:1]4[CH2:3][CH2:2]4)[C:14]=3[NH:21][CH:20]=2)=[O:24])[CH2:36][CH2:37]1)([CH3:28])([CH3:26])[CH3:27], predict the reactants needed to synthesize it. The reactants are: [CH:1]1([CH2:4][O:5][C:6]2[CH:11]=[CH:10][C:9]([F:12])=[CH:8][C:7]=2[C:13]2[C:14]3[NH:21][CH:20]=[C:19]([C:22]([OH:24])=O)[C:15]=3[N:16]=[CH:17][N:18]=2)[CH2:3][CH2:2]1.[C:25]([O:29][C:30](=[O:39])[NH:31][C@H:32]1[CH2:37][CH2:36][C@H:35]([NH2:38])[CH2:34][CH2:33]1)([CH3:28])([CH3:27])[CH3:26].